The task is: Predict the reactants needed to synthesize the given product.. This data is from Full USPTO retrosynthesis dataset with 1.9M reactions from patents (1976-2016). (1) Given the product [CH3:2][C:3]1[C:7]([CH2:8][N:9]2[CH:13]=[C:12]([NH:14][C:20](=[O:21])[C:19]3[CH:23]=[C:24]([O:27][CH3:28])[C:25]([OH:26])=[C:17]([OH:16])[CH:18]=3)[CH:11]=[N:10]2)=[C:6]([CH3:15])[O:5][N:4]=1, predict the reactants needed to synthesize it. The reactants are: Cl.[CH3:2][C:3]1[C:7]([CH2:8][N:9]2[CH:13]=[C:12]([NH2:14])[CH:11]=[N:10]2)=[C:6]([CH3:15])[O:5][N:4]=1.[OH:16][C:17]1[CH:18]=[C:19]([CH:23]=[C:24]([O:27][CH3:28])[C:25]=1[OH:26])[C:20](O)=[O:21].C1C=CC2N(O)N=NC=2C=1.C(Cl)CCl.C(N(CC)CC)C. (2) Given the product [C:30]([C:2]1[CH:7]=[CH:6][CH:5]=[CH:4][C:3]=1[N:8]1[C:13](=[O:14])[N:12]([C:15]2[CH:20]=[CH:19][CH:18]=[CH:17][C:16]=2[O:21][CH3:22])[CH2:11][C:10]([C:23]2[CH:28]=[CH:27][CH:26]=[CH:25][N:24]=2)=[N:9]1)#[N:31], predict the reactants needed to synthesize it. The reactants are: Br[C:2]1[CH:7]=[CH:6][CH:5]=[CH:4][C:3]=1[N:8]1[C:13](=[O:14])[N:12]([C:15]2[CH:20]=[CH:19][CH:18]=[CH:17][C:16]=2[O:21][CH3:22])[CH2:11][C:10]([C:23]2[CH:28]=[CH:27][CH:26]=[CH:25][N:24]=2)=[N:9]1.[Cu](C#N)[C:30]#[N:31]. (3) Given the product [CH2:1]([O:7][C:8]1[CH:28]=[CH:27][C:11]([N:12]([C:20]2[CH:25]=[CH:24][C:23]([C:33]#[CH:34])=[CH:22][CH:21]=2)[C:13]2[CH:18]=[CH:17][C:16]([C:35]#[CH:36])=[CH:15][CH:14]=2)=[CH:10][CH:9]=1)[CH2:2][CH2:3][CH2:4][CH2:5][CH3:6], predict the reactants needed to synthesize it. The reactants are: [CH2:1]([O:7][C:8]1[CH:28]=[CH:27][C:11]([N:12]([C:20]2[CH:25]=[CH:24][C:23](Br)=[CH:22][CH:21]=2)[C:13]2[CH:18]=[CH:17][C:16](Br)=[CH:15][CH:14]=2)=[CH:10][CH:9]=1)[CH2:2][CH2:3][CH2:4][CH2:5][CH3:6].C[Si]([C:33]#[CH:34])(C)C.[C:35]1(P(C2C=CC=CC=2)C2C=CC=CC=2)C=CC=C[CH:36]=1.C(=O)([O-])[O-].[K+].[K+]. (4) Given the product [ClH:28].[CH3:10][O:9][C:8]1[C:3]([O:2][CH3:1])=[CH:4][C:5]2[C:11]3[C:14]([CH2:15][O:16][CH3:17])=[N:22][NH:21][C:12]=3[N:13]=[C:32]([C:31]3[CH:34]=[CH:35][C:36]([OH:37])=[C:29]([Cl:28])[CH:30]=3)[C:6]=2[CH:7]=1, predict the reactants needed to synthesize it. The reactants are: [CH3:1][O:2][C:3]1[CH:4]=[C:5]([CH:11]([C:14](=O)[CH2:15][O:16][CH3:17])[C:12]#[N:13])[CH:6]=[CH:7][C:8]=1[O:9][CH3:10].Cl.Cl.[NH2:21][NH2:22].C(=O)(O)[O-].[Na+].[Cl:28][C:29]1[CH:30]=[C:31]([CH:34]=[CH:35][C:36]=1[OH:37])[CH:32]=O.FC(F)(F)C(O)=O.